Dataset: Full USPTO retrosynthesis dataset with 1.9M reactions from patents (1976-2016). Task: Predict the reactants needed to synthesize the given product. Given the product [OH:1][C:2]1[CH:3]=[CH:4][C:5]([C@H:8]2[CH2:9][CH2:10][C@H:11]([CH:14]([CH3:20])[C:15]([O:17][CH2:18][CH3:19])=[O:16])[CH2:12][CH2:13]2)=[CH:6][CH:7]=1, predict the reactants needed to synthesize it. The reactants are: [OH:1][C:2]1[CH:7]=[CH:6][C:5]([CH:8]2[CH2:13][CH2:12][C:11](=[C:14]([CH3:20])[C:15]([O:17][CH2:18][CH3:19])=[O:16])[CH2:10][CH2:9]2)=[CH:4][CH:3]=1.